Dataset: Catalyst prediction with 721,799 reactions and 888 catalyst types from USPTO. Task: Predict which catalyst facilitates the given reaction. (1) Reactant: [Br:1][C:2]1[CH:3]=[C:4]([C:11]([OH:13])=O)[N:5]([CH2:7][CH:8]2[CH2:10][CH2:9]2)[CH:6]=1.CC[N:16](C(C)C)C(C)C.CN(C(ON1N=NC2C=CC=CC1=2)=[N+](C)C)C.[B-](F)(F)(F)F.N. Product: [Br:1][C:2]1[CH:3]=[C:4]([C:11]([NH2:16])=[O:13])[N:5]([CH2:7][CH:8]2[CH2:10][CH2:9]2)[CH:6]=1. The catalyst class is: 2. (2) Reactant: [C:1]([C:3]1[CH:4]=[C:5]2[C:9](=[CH:10][CH:11]=1)[NH:8][CH:7]=[CH:6]2)#[N:2].[NH2:12][OH:13].Cl.C([O-])(O)=O.[Na+]. Product: [OH:13][NH:12][C:1]([C:3]1[CH:4]=[C:5]2[C:9](=[CH:10][CH:11]=1)[NH:8][CH:7]=[CH:6]2)=[NH:2]. The catalyst class is: 5. (3) Reactant: [Cl:1][C:2]1[CH:7]=[CH:6][C:5]([C:8]2[S:12][C:11]([CH2:13][CH3:14])=[C:10]([CH:15]3[C:19](=[O:20])[CH:18]=[CH:17][CH:16]3[OH:21])[CH:9]=2)=[CH:4][CH:3]=1.CC(C)=O.OS(O)(=O)=O.O=[Cr](=O)=O. Product: [Cl:1][C:2]1[CH:3]=[CH:4][C:5]([C:8]2[S:12][C:11]([CH2:13][CH3:14])=[C:10]([CH:15]3[C:16](=[O:21])[CH:17]=[CH:18][C:19]3=[O:20])[CH:9]=2)=[CH:6][CH:7]=1. The catalyst class is: 21. (4) Reactant: [Br:1][C:2]1[CH:3]=[C:4]([NH2:19])[CH:5]=[C:6]([Br:18])[C:7]=1[O:8][C:9]1[CH:14]=[CH:13][C:12]([N+:15]([O-])=O)=[CH:11][CH:10]=1.N1C=CC=CC=1.Cl[C:27](=[O:33])[CH2:28][C:29]([O:31][CH3:32])=[O:30]. Product: [CH3:32][O:31][C:29](=[O:30])[CH2:28][C:27]([NH:19][C:4]1[CH:3]=[C:2]([Br:1])[C:7]([O:8][C:9]2[CH:14]=[CH:13][C:12]([NH2:15])=[CH:11][CH:10]=2)=[C:6]([Br:18])[CH:5]=1)=[O:33]. The catalyst class is: 4. (5) Reactant: [NH2:1][C:2]1[N:7]=[C:6]2[N:8]([CH2:20][CH3:21])[C:9]([C:11]([N:13]([CH:17]3[CH2:19][CH2:18]3)[CH:14]3[CH2:16][CH2:15]3)=[O:12])=[CH:10][C:5]2=[C:4]2[N:22]([CH3:25])[CH:23]=[N:24][C:3]=12.C([N:34]=[C:35]=[S:36])(=O)C1C=CC=CC=1.C([O-])([O-])=O.[K+].[K+].Br.Br[CH2:45][C:46]([C:48]1[CH:53]=[CH:52][CH:51]=[CH:50][N:49]=1)=O. Product: [CH:14]1([N:13]([CH:17]2[CH2:19][CH2:18]2)[C:11]([C:9]2[N:8]([CH2:20][CH3:21])[C:6]3=[N:7][C:2]([NH:1][C:35]4[S:36][CH:45]=[C:46]([C:48]5[CH:53]=[CH:52][CH:51]=[CH:50][N:49]=5)[N:34]=4)=[C:3]4[N:24]=[CH:23][N:22]([CH3:25])[C:4]4=[C:5]3[CH:10]=2)=[O:12])[CH2:16][CH2:15]1. The catalyst class is: 21. (6) Reactant: [CH2:1]1[C:11]2=[C:12]3[C:7](=[CH:8][CH:9]=[CH:10]2)[C:6]([CH2:13][NH:14][CH3:15])=[CH:5][CH:4]=[C:3]3[CH2:2]1.[NH2:16][C:17]1[N:22]=[CH:21][C:20](/[CH:23]=[CH:24]/[C:25]([OH:27])=O)=[CH:19][CH:18]=1.C1C=CC2N(O)N=NC=2C=1.C(N(C(C)C)CC)(C)C.CCN=C=NCCCN(C)C.[ClH:58]. Product: [ClH:58].[CH2:1]1[C:11]2=[C:12]3[C:7](=[CH:8][CH:9]=[CH:10]2)[C:6]([CH2:13][N:14]([CH3:15])[C:25](=[O:27])/[CH:24]=[CH:23]/[C:20]2[CH:21]=[N:22][C:17]([NH2:16])=[CH:18][CH:19]=2)=[CH:5][CH:4]=[C:3]3[CH2:2]1. The catalyst class is: 18. (7) Reactant: [F:1][C:2]([F:19])([F:18])[O:3][C:4]1[CH:5]=[C:6]([CH:15]=[CH:16][CH:17]=1)[O:7][C:8]1[CH:9]=[C:10]([CH:12]=[CH:13][CH:14]=1)[NH2:11].[F:20][C:21]([F:34])([O:25][C:26]1[CH:27]=[C:28]([CH:31]=[CH:32][CH:33]=1)[CH:29]=O)[CH:22]([F:24])[F:23].C(O[BH-](O[C:45](=[O:47])[CH3:46])OC(=O)C)(=O)C.[Na+].C(O)(=O)C. Product: [F:1][C:2]([F:18])([F:19])[O:3][C:4]1[CH:5]=[C:6]([CH:15]=[CH:16][CH:17]=1)[O:7][C:8]1[CH:9]=[C:10]([N:11]([CH2:29][C:28]2[CH:31]=[CH:32][CH:33]=[C:26]([O:25][C:21]([F:34])([F:20])[CH:22]([F:24])[F:23])[CH:27]=2)[CH2:46][C@@H:45]([OH:47])[C:2]([F:19])([F:18])[F:1])[CH:12]=[CH:13][CH:14]=1. The catalyst class is: 68.